This data is from Catalyst prediction with 721,799 reactions and 888 catalyst types from USPTO. The task is: Predict which catalyst facilitates the given reaction. (1) Reactant: [CH2:1]1[CH:8]2[C:4]3([C:10]([NH:12][C:13]([NH:15][CH2:16][CH2:17][O:18][CH3:19])=[S:14])=[O:11])[CH2:5][CH:6]([CH2:9][CH:2]1[CH2:3]3)[CH2:7]2.Br[CH2:21][C:22]([C:24]1[CH:29]=[CH:28][C:27]([F:30])=[CH:26][C:25]=1[F:31])=[O:23]. Product: [C:17]([O-:18])(=[O:23])[CH3:16].[NH4+:12].[F:31][C:25]1[CH:26]=[C:27]([F:30])[CH:28]=[CH:29][C:24]=1[C:22]1[N:15]([CH2:16][CH2:17][O:18][CH3:19])[C:13](=[N:12][C:10]([C:4]23[CH2:5][CH:6]4[CH2:9][CH:2]([CH2:1][CH:8]2[CH2:7]4)[CH2:3]3)=[O:11])[S:14][CH:21]=1. The catalyst class is: 8. (2) Product: [NH2:29][C:13]1[CH:12]=[C:11]([O:10][CH3:9])[C:18]([O:19][CH2:20][CH2:21][CH2:22][N:23]2[CH2:24][CH2:25][O:26][CH2:27][CH2:28]2)=[CH:17][C:14]=1[C:15]#[N:16]. The catalyst class is: 6. Reactant: S(S([O-])=O)([O-])=O.[Na+].[Na+].[CH3:9][O:10][C:11]1[C:18]([O:19][CH2:20][CH2:21][CH2:22][N:23]2[CH2:28][CH2:27][O:26][CH2:25][CH2:24]2)=[CH:17][C:14]([C:15]#[N:16])=[C:13]([N+:29]([O-])=O)[CH:12]=1.Cl.[OH-].[Na+]. (3) Reactant: [Br:1][C:2]1[N:3]=[CH:4][C:5]([C:15]([OH:17])=O)=[N:6][C:7]=1[C:8]1[CH:13]=[CH:12][C:11]([Cl:14])=[CH:10][CH:9]=1.ClC(N(C)C)=C(C)C.[NH2:26][CH2:27][C:28]([CH:31]1[CH2:33][CH2:32]1)([OH:30])[CH3:29].C(N(C(C)C)C(C)C)C. Product: [CH:31]1([C:28]([OH:30])([CH3:29])[CH2:27][NH:26][C:15]([C:5]2[CH:4]=[N:3][C:2]([Br:1])=[C:7]([C:8]3[CH:9]=[CH:10][C:11]([Cl:14])=[CH:12][CH:13]=3)[N:6]=2)=[O:17])[CH2:33][CH2:32]1. The catalyst class is: 4. (4) Reactant: [CH3:1][O:2][C:3](=[O:19])[CH:4]([O:8][C:9]1[CH:14]=[CH:13][C:12]([N+:15]([O-:17])=[O:16])=[C:11]([F:18])[CH:10]=1)[CH2:5][CH2:6]Br.CC(C)([O-])C.[K+]. Product: [CH3:1][O:2][C:3]([C:4]1([O:8][C:9]2[CH:14]=[CH:13][C:12]([N+:15]([O-:17])=[O:16])=[C:11]([F:18])[CH:10]=2)[CH2:6][CH2:5]1)=[O:19]. The catalyst class is: 7. (5) Reactant: [Br:1][C:2]1[CH:3]=[C:4]([CH:8]=[O:9])[S:5][C:6]=1Br.N1C=CC=CC=1.O.O.[C:18]1([S:24]([O-:26])=[O:25])[CH:23]=[CH:22][CH:21]=[CH:20][CH:19]=1.[Na+].O. Product: [Br:1][C:2]1[CH:3]=[C:4]([CH:8]=[O:9])[S:5][C:6]=1[S:24]([C:18]1[CH:23]=[CH:22][CH:21]=[CH:20][CH:19]=1)(=[O:26])=[O:25]. The catalyst class is: 9.